From a dataset of Reaction yield outcomes from USPTO patents with 853,638 reactions. Predict the reaction yield, written as a fraction of the theoretical maximum amount of product (1.0 means a 100% yield; for example, 0.34 means a 34% yield). (1) The reactants are [N:1]([CH2:4][C@@H:5]([NH:14][C:15]1[CH:20]=[CH:19][C:18]([C:21]#[N:22])=[C:17]([Cl:23])[CH:16]=1)[CH2:6][C:7]([O:9][C:10]([CH3:13])([CH3:12])[CH3:11])=[O:8])=[N+]=[N-]. The catalyst is CCO.O=[Pt]=O. The product is [NH2:1][CH2:4][C@@H:5]([NH:14][C:15]1[CH:20]=[CH:19][C:18]([C:21]#[N:22])=[C:17]([Cl:23])[CH:16]=1)[CH2:6][C:7]([O:9][C:10]([CH3:11])([CH3:13])[CH3:12])=[O:8]. The yield is 0.840. (2) The reactants are [CH3:1][O:2][C:3]([C:5]1[C:6]2[CH:7]=[N:8][N:9]([CH2:14][CH:15]([CH3:17])[CH3:16])[C:10]=2[CH:11]=[CH:12][CH:13]=1)=[O:4].[B-](F)(F)(F)[F:19].[B-](F)(F)(F)F.C1[N+]2(CCl)CC[N+](F)(CC2)C1.C(O)(=O)C.O. The catalyst is C(#N)C. The product is [CH3:1][O:2][C:3]([C:5]1[C:6]2[C:7]([F:19])=[N:8][N:9]([CH2:14][CH:15]([CH3:17])[CH3:16])[C:10]=2[CH:11]=[CH:12][CH:13]=1)=[O:4]. The yield is 0.480. (3) The reactants are [CH2:1](C([Sn])=C(CCCC)CCCC)[CH2:2]CC.Br[C:17]1[CH:22]=[C:21]([O:23][CH2:24][F:25])[CH:20]=[C:19]([Br:26])[CH:18]=1.C(C1C=C(C)C=C(C(C)(C)C)C=1O)(C)(C)C.[OH-].[Na+]. The catalyst is C1(C)C=CC=CC=1.C1C=CC([P]([Pd]([P](C2C=CC=CC=2)(C2C=CC=CC=2)C2C=CC=CC=2)([P](C2C=CC=CC=2)(C2C=CC=CC=2)C2C=CC=CC=2)[P](C2C=CC=CC=2)(C2C=CC=CC=2)C2C=CC=CC=2)(C2C=CC=CC=2)C2C=CC=CC=2)=CC=1. The product is [Br:26][C:19]1[CH:18]=[C:17]([CH:1]=[CH2:2])[CH:22]=[C:21]([O:23][CH2:24][F:25])[CH:20]=1. The yield is 0.570.